Dataset: Catalyst prediction with 721,799 reactions and 888 catalyst types from USPTO. Task: Predict which catalyst facilitates the given reaction. (1) Reactant: CS(C)=O.C(Cl)(=O)C(Cl)=O.[F:11][C:12]1[CH:17]=[CH:16][C:15]([C:18]([CH3:22])([CH3:21])[CH2:19][OH:20])=[CH:14][CH:13]=1.CCN(CC)CC. Product: [F:11][C:12]1[CH:13]=[CH:14][C:15]([C:18]([CH3:22])([CH3:21])[CH:19]=[O:20])=[CH:16][CH:17]=1. The catalyst class is: 2. (2) The catalyst class is: 8. Product: [CH2:6]([O:5][C:3](=[O:4])[C:2]([S:13][CH:11]([CH3:12])[CH3:10])([CH3:9])[CH3:8])[CH3:7]. Reactant: Br[C:2]([CH3:9])([CH3:8])[C:3]([O:5][CH2:6][CH3:7])=[O:4].[CH3:10][CH:11]([SH:13])[CH3:12].[OH-].[K+]. (3) Reactant: [C:1]([O:5][C:6]([NH:8][C@H:9]([CH2:13][C:14]1[C:22]2[C:17](=[CH:18][CH:19]=[CH:20][CH:21]=2)[NH:16][CH:15]=1)[C:10]([OH:12])=O)=[O:7])([CH3:4])([CH3:3])[CH3:2].CN1CCOCC1.Cl.[CH3:31][NH:32][O:33][CH3:34]. Product: [C:1]([O:5][C:6](=[O:7])[NH:8][C@@H:9]([C:10](=[O:12])[N:32]([O:33][CH3:34])[CH3:31])[CH2:13][C:14]1[C:22]2[C:17](=[CH:18][CH:19]=[CH:20][CH:21]=2)[NH:16][CH:15]=1)([CH3:2])([CH3:3])[CH3:4]. The catalyst class is: 1. (4) Reactant: [Cl:1][C:2]1[CH:3]=[C:4]([CH:21]=[CH:22][C:23]=1[Cl:24])[CH2:5][N:6]1[CH2:11][CH2:10][CH:9]([NH:12][C:13](=[O:20])[CH2:14][CH2:15][C:16]([O:18]C)=[O:17])[CH2:8][CH2:7]1.[OH-].[Li+:26]. Product: [Cl:1][C:2]1[CH:3]=[C:4]([CH:21]=[CH:22][C:23]=1[Cl:24])[CH2:5][N:6]1[CH2:7][CH2:8][CH:9]([NH:12][C:13](=[O:20])[CH2:14][CH2:15][C:16]([O-:18])=[O:17])[CH2:10][CH2:11]1.[Li+:26]. The catalyst class is: 24. (5) Product: [C:27]([C:24]([C:20]1[CH:19]=[C:18]([C:17]([NH:16][C:11]2[CH:12]=[CH:13][C:14]([CH3:15])=[C:9]([CH:10]=2)[O:8][C:5]2[CH:4]=[CH:3][C:2]([NH:1][C:36]([NH:35][C:30](=[O:34])[O:31][CH2:32][CH3:33])=[S:37])=[N:7][CH:6]=2)=[O:29])[CH:23]=[CH:22][CH:21]=1)([CH3:26])[CH3:25])#[N:28]. Reactant: [NH2:1][C:2]1[N:7]=[CH:6][C:5]([O:8][C:9]2[CH:10]=[C:11]([NH:16][C:17](=[O:29])[C:18]3[CH:23]=[CH:22][CH:21]=[C:20]([C:24]([C:27]#[N:28])([CH3:26])[CH3:25])[CH:19]=3)[CH:12]=[CH:13][C:14]=2[CH3:15])=[CH:4][CH:3]=1.[C:30]([N:35]=[C:36]=[S:37])(=[O:34])[O:31][CH2:32][CH3:33].O. The catalyst class is: 16. (6) Reactant: F[C:2]1[CH:7]=[CH:6][C:5]([F:8])=[CH:4][C:3]=1[N+:9]([O-:11])=[O:10].[CH2:12]([N:19]1[CH2:24][CH2:23][CH:22]([NH2:25])[CH2:21][CH2:20]1)[C:13]1[CH:18]=[CH:17][CH:16]=[CH:15][CH:14]=1.CN1CCCCC1=O.O. Product: [CH2:12]([N:19]1[CH2:24][CH2:23][CH:22]([NH:25][C:2]2[CH:7]=[CH:6][C:5]([F:8])=[CH:4][C:3]=2[N+:9]([O-:11])=[O:10])[CH2:21][CH2:20]1)[C:13]1[CH:14]=[CH:15][CH:16]=[CH:17][CH:18]=1. The catalyst class is: 13. (7) Reactant: [Cl:1][C:2]1[CH:3]=[C:4]2[N:11]([S:12]([C:15]3[CH:21]=[CH:20][C:18]([CH3:19])=[CH:17][CH:16]=3)(=[O:14])=[O:13])[CH:10]=[CH:9][C:5]2=[N+:6]([O-])[CH:7]=1.[CH3:22][N:23](C)C(Cl)=O.C[Si](C#N)(C)C. Product: [Cl:1][C:2]1[CH:3]=[C:4]2[N:11]([S:12]([C:15]3[CH:21]=[CH:20][C:18]([CH3:19])=[CH:17][CH:16]=3)(=[O:14])=[O:13])[CH:10]=[CH:9][C:5]2=[N:6][C:7]=1[C:22]#[N:23]. The catalyst class is: 26. (8) Reactant: [C:1]([O:5][C:6]([N:8]1[CH2:13][CH2:12][N:11]([C:14]2[CH:19]=[N:18][C:17]([C:20]#[N:21])=[CH:16][N:15]=2)[CH2:10][CH2:9]1)=[O:7])([CH3:4])([CH3:3])[CH3:2].[N-:22]=[N+:23]=[N-:24].[Na+].[Cl-].[NH4+].[OH-].[Na+]. Product: [C:1]([O:5][C:6]([N:8]1[CH2:9][CH2:10][N:11]([C:14]2[CH:19]=[N:18][C:17]([C:20]3[N:22]=[N:23][NH:24][N:21]=3)=[CH:16][N:15]=2)[CH2:12][CH2:13]1)=[O:7])([CH3:4])([CH3:2])[CH3:3]. The catalyst class is: 3. (9) Reactant: [NH2:1][C:2]1[N:7]=[C:6](Cl)[N:5]=[C:4]([Cl:9])[N:3]=1.CCN(C(C)C)C(C)C.[O:19]1[CH2:24][CH2:23][N:22]([C:25]2[CH:31]=[CH:30][C:28]([NH2:29])=[CH:27][CH:26]=2)[CH2:21][CH2:20]1. Product: [NH2:1][C:2]1[N:3]=[C:4]([Cl:9])[N:5]=[C:6]([NH:29][C:28]2[CH:30]=[CH:31][C:25]([N:22]3[CH2:21][CH2:20][O:19][CH2:24][CH2:23]3)=[CH:26][CH:27]=2)[N:7]=1. The catalyst class is: 1.